From a dataset of Reaction yield outcomes from USPTO patents with 853,638 reactions. Predict the reaction yield, written as a fraction of the theoretical maximum amount of product (1.0 means a 100% yield; for example, 0.34 means a 34% yield). (1) The reactants are [Si:1]([O:18][CH2:19][C:20]1[C:21]([N:34]2[CH2:39][C@H:38]([CH3:40])[O:37][C@H:36]([CH3:41])[CH2:35]2)=[C:22]([F:33])[C:23]2[O:27][N:26]=[C:25]([C:28]([NH:30][NH2:31])=[O:29])[C:24]=2[CH:32]=1)([C:14]([CH3:17])([CH3:16])[CH3:15])([C:8]1[CH:13]=[CH:12][CH:11]=[CH:10][CH:9]=1)[C:2]1[CH:7]=[CH:6][CH:5]=[CH:4][CH:3]=1.N1([C:47](N2C=CN=C2)=[O:48])C=CN=C1.CCN(C(C)C)C(C)C. The catalyst is C1COCC1.C(OCC)(=O)C. The product is [Si:1]([O:18][CH2:19][C:20]1[C:21]([N:34]2[CH2:35][C@H:36]([CH3:41])[O:37][C@H:38]([CH3:40])[CH2:39]2)=[C:22]([F:33])[C:23]2[O:27][N:26]=[C:25]([C:28]3[O:29][C:47](=[O:48])[NH:31][N:30]=3)[C:24]=2[CH:32]=1)([C:14]([CH3:15])([CH3:16])[CH3:17])([C:2]1[CH:3]=[CH:4][CH:5]=[CH:6][CH:7]=1)[C:8]1[CH:9]=[CH:10][CH:11]=[CH:12][CH:13]=1. The yield is 0.970. (2) The reactants are [CH3:1][C:2]1([CH3:12])[C:11]2[C:6](=[CH:7][CH:8]=[CH:9][CH:10]=2)[NH:5][CH2:4][CH2:3]1.[N+:13]([O-])([O-:15])=[O:14].[K+].C([O-])([O-])=O.[Na+].[Na+]. The catalyst is OS(O)(=O)=O. The product is [CH3:1][C:2]1([CH3:12])[C:11]2[C:6](=[CH:7][C:8]([N+:13]([O-:15])=[O:14])=[CH:9][CH:10]=2)[NH:5][CH2:4][CH2:3]1. The yield is 0.500. (3) The reactants are [F:1][C:2]([F:16])([F:15])[O:3][C:4]1[CH:5]=[C:6]2[C:10](=[CH:11][CH:12]=1)[NH:9][C:8](=[O:13])[C:7]2=O.[C:17]([CH2:19][C:20]([O:22][CH3:23])=[O:21])#[N:18]. No catalyst specified. The product is [C:17](/[C:19](=[C:7]1/[C:8](=[O:13])[NH:9][C:10]2[C:6]/1=[CH:5][C:4]([O:3][C:2]([F:16])([F:15])[F:1])=[CH:12][CH:11]=2)/[C:20]([O:22][CH3:23])=[O:21])#[N:18]. The yield is 0.770. (4) The reactants are Br[CH2:2][CH2:3][O:4][C:5]1[CH:10]=[CH:9][C:8]([C:11]2[N:12]([CH2:24][CH3:25])[C:13]3[C:18]([C:19]=2[C:20]#[N:21])=[CH:17][CH:16]=[C:15]([O:22][CH3:23])[CH:14]=3)=[CH:7][CH:6]=1.[NH:26]1[CH2:31][CH2:30][O:29][CH2:28][CH2:27]1. The catalyst is C(#N)C. The yield is 0.960. The product is [CH2:24]([N:12]1[C:13]2[C:18](=[CH:17][CH:16]=[C:15]([O:22][CH3:23])[CH:14]=2)[C:19]([C:20]#[N:21])=[C:11]1[C:8]1[CH:9]=[CH:10][C:5]([O:4][CH2:3][CH2:2][N:26]2[CH2:31][CH2:30][O:29][CH2:28][CH2:27]2)=[CH:6][CH:7]=1)[CH3:25].